From a dataset of Catalyst prediction with 721,799 reactions and 888 catalyst types from USPTO. Predict which catalyst facilitates the given reaction. Reactant: N#N.[CH3:3][C:4]1[NH:5][C:6]2[C:11]([CH:12]=1)=[CH:10][CH:9]=[CH:8][C:7]=2[O:13][CH3:14].N1C(C)=CC(C)=CC=1C.[Cl:24][C:25]([Cl:30])([Cl:29])[C:26](Cl)=[O:27]. Product: [CH3:3][C:4]1[NH:5][C:6]2[C:11]([C:12]=1[C:26](=[O:27])[C:25]([Cl:30])([Cl:29])[Cl:24])=[CH:10][CH:9]=[CH:8][C:7]=2[O:13][CH3:14]. The catalyst class is: 10.